Dataset: Catalyst prediction with 721,799 reactions and 888 catalyst types from USPTO. Task: Predict which catalyst facilitates the given reaction. Reactant: [Cl:1][C:2]1[CH:7]=[CH:6][CH:5]=[CH:4][C:3]=1[C:8]1[N:9]([C:16]2[CH:21]=[CH:20][C:19]([Cl:22])=[CH:18][CH:17]=2)[CH:10]=[C:11]([C:13]([OH:15])=[O:14])[N:12]=1.[Br:23]N1C(=O)CCC1=O. Product: [Br:23][C:10]1[N:9]([C:16]2[CH:17]=[CH:18][C:19]([Cl:22])=[CH:20][CH:21]=2)[C:8]([C:3]2[CH:4]=[CH:5][CH:6]=[CH:7][C:2]=2[Cl:1])=[N:12][C:11]=1[C:13]([OH:15])=[O:14]. The catalyst class is: 9.